Dataset: Full USPTO retrosynthesis dataset with 1.9M reactions from patents (1976-2016). Task: Predict the reactants needed to synthesize the given product. (1) The reactants are: [CH2:1]([O:3][C:4](=[O:20])[CH2:5][S:6]([C:9]1[CH:14]=[CH:13][C:12]([O:15][CH2:16][C:17]#[C:18][CH3:19])=[CH:11][CH:10]=1)(=[O:8])=[O:7])[CH3:2].[F:21][C:22]1[CH:35]=[CH:34][C:25]([CH2:26][N:27]([CH2:31][CH2:32]Cl)[CH2:28][CH2:29]Cl)=[CH:24][CH:23]=1. Given the product [CH2:1]([O:3][C:4]([C:5]1([S:6]([C:9]2[CH:10]=[CH:11][C:12]([O:15][CH2:16][C:17]#[C:18][CH3:19])=[CH:13][CH:14]=2)(=[O:7])=[O:8])[CH2:29][CH2:28][N:27]([CH2:26][C:25]2[CH:34]=[CH:35][C:22]([F:21])=[CH:23][CH:24]=2)[CH2:31][CH2:32]1)=[O:20])[CH3:2], predict the reactants needed to synthesize it. (2) The reactants are: [CH3:1][C:2]1[CH:10]=[CH:9][C:8]2[NH:7][C:6]3[CH:11]4[CH2:17][CH2:16][N:14]([CH2:15][C:5]=3[C:4]=2[CH:3]=1)[CH2:13][CH2:12]4.[C:18]([C:20]1[CH:21]=[N:22][CH:23]=[CH:24][CH:25]=1)#[CH:19]. Given the product [CH3:1][C:2]1[CH:10]=[CH:9][C:8]2[N:7](/[CH:19]=[CH:18]\[C:20]3[CH:21]=[N:22][CH:23]=[CH:24][CH:25]=3)[C:6]3[CH:11]4[CH2:12][CH2:13][N:14]([CH2:15][C:5]=3[C:4]=2[CH:3]=1)[CH2:16][CH2:17]4, predict the reactants needed to synthesize it. (3) Given the product [CH2:1]([C@H:8]1[CH2:14][NH:13][C:12]2[N:15]=[CH:16][C:17]([Br:23])=[CH:18][C:11]=2[CH2:10][NH:9]1)[C:2]1[CH:3]=[CH:4][CH:5]=[CH:6][CH:7]=1, predict the reactants needed to synthesize it. The reactants are: [CH2:1]([C@H:8]1[CH2:14][NH:13][C:12]2[N:15]=[CH:16][CH:17]=[CH:18][C:11]=2[CH2:10][NH:9]1)[C:2]1[CH:7]=[CH:6][CH:5]=[CH:4][CH:3]=1.C(O)(=O)C.[Br:23]Br. (4) Given the product [C:38]([C:17]1[C:18]([O:36][CH3:37])=[C:19]([NH:21][C:22]([C:24]2[N:25]=[N:26][C:27]([NH:30][CH2:31][C:32]([F:35])([F:33])[F:34])=[CH:28][CH:29]=2)=[O:23])[CH:20]=[C:15]([C:14]2[C:9](=[O:8])[NH:10][CH:11]=[CH:12][CH:13]=2)[CH:16]=1)([CH3:41])([CH3:39])[CH3:40], predict the reactants needed to synthesize it. The reactants are: C([O:8][C:9]1[C:14]([C:15]2[CH:16]=[C:17]([C:38]([CH3:41])([CH3:40])[CH3:39])[C:18]([O:36][CH3:37])=[C:19]([NH:21][C:22]([C:24]3[N:25]=[N:26][C:27]([NH:30][CH2:31][C:32]([F:35])([F:34])[F:33])=[CH:28][CH:29]=3)=[O:23])[CH:20]=2)=[CH:13][CH:12]=[CH:11][N:10]=1)C1C=CC=CC=1. (5) Given the product [CH2:1]([O:5][C:6]1([NH2:26])[CH:11]=[CH:10][CH:9]=[C:8]([O:15][CH2:16][CH2:17][CH2:18][CH3:19])[CH:7]1[O:20][CH2:21][CH2:22][CH2:23][CH3:24])[CH2:2][CH2:3][CH3:4], predict the reactants needed to synthesize it. The reactants are: [CH2:1]([O:5][C:6]1[CH:11]=[C:10]([N+]([O-])=O)[CH:9]=[C:8]([O:15][CH2:16][CH2:17][CH2:18][CH3:19])[C:7]=1[O:20][CH2:21][CH2:22][CH2:23][CH3:24])[CH2:2][CH2:3][CH3:4].O.[NH2:26]N. (6) Given the product [F:26][C:24]([F:25])([F:27])[C:22]1[CH:21]=[CH:20][N:19]=[C:18]([NH:17][C:15](=[O:16])[C:14]2[CH:28]=[CH:29][CH:11]=[CH:12][CH:13]=2)[CH:23]=1, predict the reactants needed to synthesize it. The reactants are: NC1C2N(C([C@H]3CN4C(=O)CNC[C@@H]4CC3)=NC=2[C:11]2[CH:29]=[CH:28][C:14]([C:15]([NH:17][C:18]3[CH:23]=[C:22]([C:24]([F:27])([F:26])[F:25])[CH:21]=[CH:20][N:19]=3)=[O:16])=[CH:13][CH:12]=2)C=CN=1.C(=O)C.[BH3-]C#N.[Na+].C([O-])(O)=O.[Na+]. (7) Given the product [NH2:1][C:2]1[C:3]([C:7]2[N:8]([CH2:23][CH3:24])[C:9]3[CH:14]=[C:13]([C:30]4[CH:29]=[CH:28][CH:27]=[C:26]([NH2:25])[CH:31]=4)[N:12]=[C:11]([C:16]#[C:17][C:18]([CH3:21])([OH:20])[CH3:19])[C:10]=3[N:22]=2)=[N:4][O:5][N:6]=1, predict the reactants needed to synthesize it. The reactants are: [NH2:1][C:2]1[C:3]([C:7]2[N:8]([CH2:23][CH3:24])[C:9]3[CH:14]=[C:13](Cl)[N:12]=[C:11]([C:16]#[C:17][C:18]([CH3:21])([OH:20])[CH3:19])[C:10]=3[N:22]=2)=[N:4][O:5][N:6]=1.[NH2:25][C:26]1[CH:27]=[C:28](B(O)O)[CH:29]=[CH:30][CH:31]=1.C([O-])([O-])=O.[K+].[K+]. (8) Given the product [C:40]([N:43]1[CH2:48][CH2:47][CH:46]([C:10]([NH:12][C:13]2[C:14]([CH3:30])=[CH:15][C:16]3[N:17]([CH:27]([CH3:29])[CH3:28])[C:18]4[C:23]([C:24]=3[C:25]=2[CH3:26])=[CH:22][CH:21]=[CH:20][CH:19]=4)=[O:11])[CH2:45][CH2:44]1)(=[O:42])[CH3:41], predict the reactants needed to synthesize it. The reactants are: C(C1CCCN([C:10]([NH:12][C:13]2[C:14]([CH3:30])=[CH:15][C:16]3[N:17]([CH:27]([CH3:29])[CH3:28])[C:18]4[C:23]([C:24]=3[C:25]=2[CH3:26])=[CH:22][CH:21]=[CH:20][CH:19]=4)=[O:11])C1)(=O)N.C(N(CC)C(C)C)(C)C.[C:40]([N:43]1[CH2:48][CH2:47][CH:46](C(O)=O)[CH2:45][CH2:44]1)(=[O:42])[CH3:41].